From a dataset of Experimentally validated miRNA-target interactions with 360,000+ pairs, plus equal number of negative samples. Binary Classification. Given a miRNA mature sequence and a target amino acid sequence, predict their likelihood of interaction. (1) The miRNA is dme-miR-92b-3p with sequence AAUUGCACUAGUCCCGGCCUGC. The protein sequence of the target gene is MGRESRHYRKRSASRGRSGSRSRSRSPSDKRSKRGDDRRSRSRDRDRRRERSRSRDKRRSRSRDRKRLRRSRSRERDRSRERRRSRSRDRRRSRSRSRGRRSRSSSPGSKTKKTENRSRSKEKAEGGDSSKEKKKDKDDKEDEKEKDAGNFDQNKLEEEMRKRKERVEKWREEQRKKAMENIGELKKEIEEMKQGKKWSLEDDDDDEDDPAEAEKEGTEMEDEELDPLDAYMEEVKEEVKKFNMRSVKGGAGNEKKSGPTVTKVVTVVTTKKAVVDADKKKGELMENDQDAMEYSSEEEE.... Result: 0 (no interaction). (2) The miRNA is mmu-miR-3079-5p with sequence UUUGAUCUGAUGAGCUAAGCUGG. The protein sequence of the target gene is MDPIRSFCGKLRSLASTLDCETARLQRALDGEESDFEDYPMRILYDLHSEVQTLKDDVNILLDKARLENQEGIDFIKATKVLMEKNSMDIMKIREYFQKYGYSPRVKKNSVHEQEAINSDPELSNCENFQKTDVKDDLSDPPVASSCISEKSPRSPQLSDFGLERYIVSQVLPNPPQAVNNYKEEPVIVTPPTKQSLVKVLKTPKCALKMDDFECVTPKLEHFGISEYTMCLNEDYTMGLKNARNNKSEEAIDTESRLNDNVFATPSPIIQQLEKSDAEYTNSPLVPTFCTPGLKIPSTK.... Result: 0 (no interaction).